Dataset: NCI-60 drug combinations with 297,098 pairs across 59 cell lines. Task: Regression. Given two drug SMILES strings and cell line genomic features, predict the synergy score measuring deviation from expected non-interaction effect. (1) Drug 1: CC(C)CN1C=NC2=C1C3=CC=CC=C3N=C2N. Drug 2: N.N.Cl[Pt+2]Cl. Cell line: SK-MEL-28. Synergy scores: CSS=20.5, Synergy_ZIP=-10.1, Synergy_Bliss=-7.36, Synergy_Loewe=-4.96, Synergy_HSA=-5.66. (2) Drug 1: CC1=C(C=C(C=C1)NC2=NC=CC(=N2)N(C)C3=CC4=NN(C(=C4C=C3)C)C)S(=O)(=O)N.Cl. Drug 2: CN(CC1=CN=C2C(=N1)C(=NC(=N2)N)N)C3=CC=C(C=C3)C(=O)NC(CCC(=O)O)C(=O)O. Cell line: SNB-19. Synergy scores: CSS=42.2, Synergy_ZIP=0.550, Synergy_Bliss=-1.59, Synergy_Loewe=-34.7, Synergy_HSA=-2.55. (3) Drug 1: C1=CC(=C2C(=C1NCCNCCO)C(=O)C3=C(C=CC(=C3C2=O)O)O)NCCNCCO. Drug 2: C1C(C(OC1N2C=NC3=C2NC=NCC3O)CO)O. Cell line: U251. Synergy scores: CSS=33.3, Synergy_ZIP=-2.89, Synergy_Bliss=-5.55, Synergy_Loewe=-15.6, Synergy_HSA=-4.16. (4) Drug 1: CN(C)N=NC1=C(NC=N1)C(=O)N. Drug 2: C1C(C(OC1N2C=NC3=C(N=C(N=C32)Cl)N)CO)O. Cell line: HCT116. Synergy scores: CSS=12.9, Synergy_ZIP=-4.98, Synergy_Bliss=-3.23, Synergy_Loewe=-4.51, Synergy_HSA=-4.35. (5) Drug 1: CCC1=C2CN3C(=CC4=C(C3=O)COC(=O)C4(CC)O)C2=NC5=C1C=C(C=C5)O. Drug 2: C1C(C(OC1N2C=NC(=NC2=O)N)CO)O. Cell line: UACC-257. Synergy scores: CSS=6.81, Synergy_ZIP=-1.39, Synergy_Bliss=3.42, Synergy_Loewe=-8.99, Synergy_HSA=0.505. (6) Drug 2: CC(C)(C#N)C1=CC(=CC(=C1)CN2C=NC=N2)C(C)(C)C#N. Cell line: RPMI-8226. Drug 1: C1=CC(=CC=C1CC(C(=O)O)N)N(CCCl)CCCl.Cl. Synergy scores: CSS=13.0, Synergy_ZIP=-4.30, Synergy_Bliss=2.84, Synergy_Loewe=-1.63, Synergy_HSA=-2.93. (7) Drug 1: CC(CN1CC(=O)NC(=O)C1)N2CC(=O)NC(=O)C2. Drug 2: CN(CC1=CN=C2C(=N1)C(=NC(=N2)N)N)C3=CC=C(C=C3)C(=O)NC(CCC(=O)O)C(=O)O. Cell line: HCT116. Synergy scores: CSS=50.0, Synergy_ZIP=-6.35, Synergy_Bliss=-9.65, Synergy_Loewe=-8.17, Synergy_HSA=-2.89. (8) Drug 1: C1CNP(=O)(OC1)N(CCCl)CCCl. Drug 2: C1CN(P(=O)(OC1)NCCCl)CCCl. Cell line: UACC-257. Synergy scores: CSS=-0.590, Synergy_ZIP=0.845, Synergy_Bliss=2.42, Synergy_Loewe=1.10, Synergy_HSA=-0.775.